From a dataset of Forward reaction prediction with 1.9M reactions from USPTO patents (1976-2016). Predict the product of the given reaction. (1) Given the reactants [S:1](=[O:5])(=[O:4])([OH:3])[OH:2].[CH2:6]([N:8]1[C:14](=[O:15])[C:13]([CH3:17])([CH3:16])[C:12](=[O:18])[N:11]([CH3:19])[C:10]2[CH:20]=[C:21]([O:24][CH2:25][CH2:26][CH2:27][NH:28][CH2:29][C:30]3[CH:35]=[CH:34][N:33]=[CH:32][CH:31]=3)[CH:22]=[CH:23][C:9]1=2)[CH3:7], predict the reaction product. The product is: [S:1]([OH:5])([OH:4])(=[O:3])=[O:2].[CH2:6]([N:8]1[C:14](=[O:15])[C:13]([CH3:17])([CH3:16])[C:12](=[O:18])[N:11]([CH3:19])[C:10]2[CH:20]=[C:21]([O:24][CH2:25][CH2:26][CH2:27][NH:28][CH2:29][C:30]3[CH:31]=[CH:32][N:33]=[CH:34][CH:35]=3)[CH:22]=[CH:23][C:9]1=2)[CH3:7]. (2) Given the reactants Br[CH2:2][CH2:3][CH2:4][CH2:5][O:6][C:7]1[CH:24]=[CH:23][C:10]2[C:11]([C:16]3[CH:21]=[CH:20][C:19]([Br:22])=[CH:18][CH:17]=3)=[N:12][S:13](=[O:15])(=[O:14])[C:9]=2[CH:8]=1.[NH:25]1[CH2:28][CH2:27][CH2:26]1, predict the reaction product. The product is: [N:25]1([CH2:2][CH2:3][CH2:4][CH2:5][O:6][C:7]2[CH:24]=[CH:23][C:10]3[C:11]([C:16]4[CH:21]=[CH:20][C:19]([Br:22])=[CH:18][CH:17]=4)=[N:12][S:13](=[O:14])(=[O:15])[C:9]=3[CH:8]=2)[CH2:28][CH2:27][CH2:26]1. (3) Given the reactants Cl.[N:2]1[CH:7]=[CH:6][C:5]([CH2:8]Cl)=[CH:4][CH:3]=1.[CH3:10][NH:11][CH:12]=[O:13].[H-].[Na+], predict the reaction product. The product is: [CH3:10][N:11]([CH:12]=[O:13])[CH2:8][C:5]1[CH:6]=[CH:7][N:2]=[CH:3][CH:4]=1.